From a dataset of Orexin1 receptor HTS with 218,158 compounds and 233 confirmed actives. Binary Classification. Given a drug SMILES string, predict its activity (active/inactive) in a high-throughput screening assay against a specified biological target. (1) The result is 0 (inactive). The molecule is O=C(N1CCN(CC1)c1c(O)cccc1)C1CN(C(=O)C1)Cc1ccc(cc1)C. (2) The drug is Fc1cc(C(=O)N2CCC(O)(CC2)c2cccnc2)ccc1. The result is 0 (inactive). (3) The drug is O=C(Nc1c(cccc1)C(OCC)=O)Cn1c2c(nc1c1nonc1N)cccc2. The result is 0 (inactive).